This data is from Forward reaction prediction with 1.9M reactions from USPTO patents (1976-2016). The task is: Predict the product of the given reaction. Given the reactants Cl[C:2]([O:4][C:5]1[CH:10]=[CH:9][CH:8]=[CH:7][CH:6]=1)=[O:3].[CH3:11][C@H:12]1[CH2:17][O:16][CH2:15][CH2:14][N:13]1[C:18]1[CH:23]=[C:22]([C:24]([S:27]([C:30]2[CH:35]=[CH:34][CH:33]=[CH:32][C:31]=2[C:36]([F:39])([F:38])[F:37])(=[O:29])=[O:28])([CH3:26])[CH3:25])[N:21]=[C:20]([C:40]2[CH:46]=[CH:45][C:43]([NH2:44])=[CH:42][CH:41]=2)[N:19]=1.C(=O)([O-])O.[Na+], predict the reaction product. The product is: [CH3:11][C@H:12]1[CH2:17][O:16][CH2:15][CH2:14][N:13]1[C:18]1[CH:23]=[C:22]([C:24]([S:27]([C:30]2[CH:35]=[CH:34][CH:33]=[CH:32][C:31]=2[C:36]([F:37])([F:38])[F:39])(=[O:29])=[O:28])([CH3:25])[CH3:26])[N:21]=[C:20]([C:40]2[CH:41]=[CH:42][C:43]([NH:44][C:2](=[O:3])[O:4][C:5]3[CH:10]=[CH:9][CH:8]=[CH:7][CH:6]=3)=[CH:45][CH:46]=2)[N:19]=1.